From a dataset of Catalyst prediction with 721,799 reactions and 888 catalyst types from USPTO. Predict which catalyst facilitates the given reaction. Reactant: [Br:1]Br.[Cl:3][C:4]1[CH:9]=[C:8]([CH3:10])[CH:7]=[CH:6][C:5]=1[C:11](=[O:19])[CH2:12][S:13][CH2:14][C:15]([O:17][CH3:18])=[O:16].CCOCC. Product: [Br:1][CH:12]([S:13][CH2:14][C:15]([O:17][CH3:18])=[O:16])[C:11]([C:5]1[CH:6]=[CH:7][C:8]([CH3:10])=[CH:9][C:4]=1[Cl:3])=[O:19]. The catalyst class is: 15.